This data is from Full USPTO retrosynthesis dataset with 1.9M reactions from patents (1976-2016). The task is: Predict the reactants needed to synthesize the given product. (1) Given the product [Br:16][C:10]1([Br:17])[C:3]2[C:4](=[N:5][CH:6]=[CH:7][C:2]=2[Cl:1])[NH:8][C:9]1=[O:37], predict the reactants needed to synthesize it. The reactants are: [Cl:1][C:2]1[CH:7]=[CH:6][N:5]=[C:4]2[NH:8][CH:9]=[CH:10][C:3]=12.CC(O)(C)C.[Br-:16].[Br-:17].[Br-].[NH+]1C=CC=CC=1.[NH+]1C=CC=CC=1.[NH+]1C=CC=CC=1.[OH2:37]. (2) Given the product [CH2:41]([O:40][C:38]([N:33]1[CH2:34][CH2:35][CH2:36][CH2:37][CH:29]([NH:28][C:26]([N:7]2[CH2:6][CH2:5][C@@H:4]3[C@H:8]2[C:2](=[O:1])[N:3]3[S:9]([OH:12])(=[O:11])=[O:10])=[O:25])[CH2:30][CH2:31][CH2:32]1)=[O:39])[C:42]1[CH:47]=[CH:46][CH:45]=[CH:44][CH:43]=1, predict the reactants needed to synthesize it. The reactants are: [O:1]=[C:2]1[C@@H:8]2[C@@H:4]([CH2:5][CH2:6][NH:7]2)[N:3]1[S:9]([OH:12])(=[O:11])=[O:10].C(=O)(O)[O-].[Na+].O=C1CCC(=O)N1[O:25][C:26]([NH:28][CH:29]1[CH2:37][CH2:36][CH2:35][CH2:34][N:33]([C:38]([O:40][CH2:41][C:42]2[CH:47]=[CH:46][CH:45]=[CH:44][CH:43]=2)=[O:39])[CH2:32][CH2:31][CH2:30]1)=O. (3) Given the product [O:11]1[C:12]2[CH:13]=[CH:14][C:6]([CH2:5][NH:15][C:1]([NH:26][C:27]3[S:28][CH:29]=[C:30]([CH2:32][Cl:33])[N:31]=3)=[O:2])=[CH:7][C:8]=2[O:9][CH2:10]1, predict the reactants needed to synthesize it. The reactants are: [C:1](Cl)(Cl)=[O:2].[CH2:5]([NH2:15])[C:6]1[CH:14]=[CH:13][C:12]2[O:11][CH2:10][O:9][C:8]=2[CH:7]=1.CCN(C(C)C)C(C)C.Cl.[NH2:26][C:27]1[S:28][CH:29]=[C:30]([CH2:32][Cl:33])[N:31]=1. (4) Given the product [CH2:1]([O:3][C:4]([C@@H:6]1[CH2:10][C@@H:9]([S:32][C:28]2[CH:29]=[CH:30][CH:31]=[C:26]([Br:25])[CH:27]=2)[CH2:8][C@H:7]1[C:16]([N:18]1[CH2:22][CH2:21][C:20]([F:23])([F:24])[CH2:19]1)=[O:17])=[O:5])[CH3:2], predict the reactants needed to synthesize it. The reactants are: [CH2:1]([O:3][C:4]([C@@H:6]1[CH2:10][C@H:9](OS(C)(=O)=O)[CH2:8][C@H:7]1[C:16]([N:18]1[CH2:22][CH2:21][C:20]([F:24])([F:23])[CH2:19]1)=[O:17])=[O:5])[CH3:2].[Br:25][C:26]1[CH:27]=[C:28]([SH:32])[CH:29]=[CH:30][CH:31]=1. (5) Given the product [CH3:18][O:17][C:10]1[CH:11]=[C:12]([CH2:14][O:15][CH3:16])[CH:13]=[C:8]([O:7][CH3:6])[C:9]=1[C:19]1[N:20]2[N:26]=[C:25]([O:27][CH3:28])[C:24]([NH:29][CH2:30][C:32]3([OH:35])[CH2:33][CH2:34]3)=[C:21]2[S:22][CH:23]=1, predict the reactants needed to synthesize it. The reactants are: O1CCCC1.[CH3:6][O:7][C:8]1[CH:13]=[C:12]([CH2:14][O:15][CH3:16])[CH:11]=[C:10]([O:17][CH3:18])[C:9]=1[C:19]1[N:20]2[N:26]=[C:25]([O:27][CH3:28])[C:24]([NH:29][C:30]([C:32]3([OH:35])[CH2:34][CH2:33]3)=O)=[C:21]2[S:22][CH:23]=1.B#B.Cl.